Dataset: Full USPTO retrosynthesis dataset with 1.9M reactions from patents (1976-2016). Task: Predict the reactants needed to synthesize the given product. (1) Given the product [CH2:12]([O:5][CH2:4][CH:3]([CH2:1][CH3:2])[CH2:6][CH2:7][CH2:8][CH3:9])[CH:11]([CH2:10][OH:19])[OH:30].[CH2:1]([O:30][CH2:20][CH2:21][CH2:22][CH2:23][CH2:24][CH2:25][CH2:26][CH:27]([CH3:28])[CH3:29])[CH:3]([CH2:4][OH:5])[OH:19], predict the reactants needed to synthesize it. The reactants are: [CH2:1]([CH:3]([CH2:6][CH2:7][CH2:8][CH3:9])[CH2:4][OH:5])[CH3:2].[CH2:10]([OH:19])[CH2:11][CH2:12]CCCC(C)C.[CH2:20]([OH:30])[CH2:21][CH2:22][CH2:23][CH2:24][CH2:25][CH2:26][CH:27]([CH3:29])[CH3:28]. (2) The reactants are: [CH:1]([C@@H:3]1[CH2:7][C@@H:6]([OH:8])[CH2:5][N:4]1[C:9]([O:11][C:12]([CH3:15])([CH3:14])[CH3:13])=[O:10])=[O:2].[CH2:16]([OH:34])[CH2:17][CH2:18][CH2:19][CH2:20][CH2:21][CH2:22][CH2:23]/[CH:24]=[CH:25]\[CH2:26]/[CH:27]=[CH:28]\[CH2:29][CH2:30][CH2:31][CH2:32][CH3:33].[C:35]1([CH3:45])[CH:40]=[CH:39][C:38](S([O-])(=O)=O)=[CH:37][CH:36]=1.[NH+]1[CH:51]=[CH:50][CH:49]=[CH:48][CH:47]=1. Given the product [CH2:47]([O:2][CH:1]([O:34][CH2:16][CH2:17][CH2:18][CH2:19][CH2:20][CH2:21][CH2:22][CH2:23]/[CH:24]=[CH:25]\[CH2:26]/[CH:27]=[CH:28]\[CH2:29][CH2:30][CH2:31][CH2:32][CH3:33])[C@@H:3]1[CH2:7][C@@H:6]([OH:8])[CH2:5][N:4]1[C:9]([O:11][C:12]([CH3:15])([CH3:14])[CH3:13])=[O:10])[CH2:48][CH2:49][CH2:50][CH2:51][CH2:21][CH2:20][CH2:19]/[CH:18]=[CH:17]\[CH2:16]/[CH:36]=[CH:37]\[CH2:38][CH2:39][CH2:40][CH2:35][CH3:45], predict the reactants needed to synthesize it. (3) Given the product [CH3:1][C:2]1[CH:7]=[CH:6][CH:5]=[CH:4][C:3]=1[CH:8]1[CH2:13][CH2:12][NH:11][CH2:10][CH2:9]1, predict the reactants needed to synthesize it. The reactants are: [CH3:1][C:2]1[CH:7]=[CH:6][CH:5]=[CH:4][C:3]=1[CH:8]1[CH2:13][C:12](=O)[NH:11][C:10](=O)[CH2:9]1.B.C1COCC1. (4) Given the product [CH2:39]([O:22][C:19](=[O:20])[C:14]1[CH:13]=[C:18]([CH:7]=[CH2:8])[C:17]([CH:26]=[C:25]([CH3:28])[CH3:27])=[N:16][CH:15]=1)[CH3:40], predict the reactants needed to synthesize it. The reactants are: B1(C=C)OB([CH:7]=[CH2:8])OB(C=C)O1.[CH:13]1[CH:18]=[CH:17][N:16]=[CH:15][CH:14]=1.[C:19]([O-:22])([O-])=[O:20].[Cs+].[Cs+].[C:25](P([C:25]([CH3:28])([CH3:27])[CH3:26])[C:25]([CH3:28])([CH3:27])[CH3:26])([CH3:28])([CH3:27])[CH3:26].O1CCO[CH2:40][CH2:39]1. (5) Given the product [ClH:17].[CH:1]1([N:6]2[CH2:7][CH2:8][CH:9]([C:12]([OH:14])=[O:13])[CH2:10][CH2:11]2)[CH2:5][CH2:4][CH2:3][CH2:2]1, predict the reactants needed to synthesize it. The reactants are: [CH:1]1([N:6]2[CH2:11][CH2:10][CH:9]([C:12]([O:14]CC)=[O:13])[CH2:8][CH2:7]2)[CH2:5][CH2:4][CH2:3][CH2:2]1.[ClH:17]. (6) The reactants are: [Cl:1][C:2]1[CH:3]=[C:4]([CH:8]2[C:12]([C:15]3[CH:20]=[CH:19][C:18]([Cl:21])=[CH:17][CH:16]=3)([C:13]#[N:14])[CH:11]([CH2:22][C:23]([CH3:26])([CH3:25])[CH3:24])[NH:10][CH:9]2[C:27](O)=[O:28])[CH:5]=[CH:6][CH:7]=1.[CH3:30][C:31]([CH3:36])([CH3:35])[CH2:32][CH2:33][NH2:34].CN(C(ON1N=NC2C=CC=NC1=2)=[N+](C)C)C.F[P-](F)(F)(F)(F)F.CCN(C(C)C)C(C)C. Given the product [CH3:30][C:31]([CH3:36])([CH3:35])[CH2:32][CH2:33][NH:34][C:27]([CH:9]1[CH:8]([C:4]2[CH:5]=[CH:6][CH:7]=[C:2]([Cl:1])[CH:3]=2)[C:12]([C:15]2[CH:20]=[CH:19][C:18]([Cl:21])=[CH:17][CH:16]=2)([C:13]#[N:14])[CH:11]([CH2:22][C:23]([CH3:24])([CH3:26])[CH3:25])[NH:10]1)=[O:28], predict the reactants needed to synthesize it. (7) Given the product [Br:14][C:9]1[CH:10]=[C:5]([C:1]([CH3:4])([CH3:2])[CH3:3])[CH:6]=[C:7]([F:12])[C:8]=1[NH2:11], predict the reactants needed to synthesize it. The reactants are: [C:1]([C:5]1[CH:10]=[CH:9][C:8]([NH2:11])=[C:7]([F:12])[CH:6]=1)([CH3:4])([CH3:3])[CH3:2].[Na+].[Br-:14].OOS([O-])=O.[K+].[O-]S([O-])(=S)=O.[Na+].[Na+].